This data is from Forward reaction prediction with 1.9M reactions from USPTO patents (1976-2016). The task is: Predict the product of the given reaction. (1) Given the reactants [F:1][C:2]1[CH:3]=[C:4]([CH:7]=[CH:8][C:9]=1[F:10])[CH:5]=O.[C:11](O)(=O)[CH2:12][C:13]([OH:15])=[O:14].[NH:18]1CCC[CH2:20][CH2:19]1, predict the reaction product. The product is: [CH2:20]1[C@@H:19]([NH2:18])[C@@H:5]1[C:4]1[CH:7]=[CH:8][C:9]([F:10])=[C:2]([F:1])[CH:3]=1.[F:1][C:2]1[CH:3]=[C:4](/[CH:11]=[CH:12]/[C:13]([OH:15])=[O:14])[CH:7]=[CH:8][C:9]=1[F:10]. (2) The product is: [NH2:23][C:18]1[CH:19]=[CH:20][CH:21]=[C:22]2[C:17]=1[N:16]=[CH:15][CH:14]=[C:13]2[C:10]1[CH:11]=[CH:12][C:7]([Br:6])=[CH:8][CH:9]=1. Given the reactants O.O.[Sn](Cl)Cl.[Br:6][C:7]1[CH:12]=[CH:11][C:10]([C:13]2[C:22]3[C:17](=[C:18]([N+:23]([O-])=O)[CH:19]=[CH:20][CH:21]=3)[N:16]=[CH:15][CH:14]=2)=[CH:9][CH:8]=1.[OH-].[K+], predict the reaction product. (3) The product is: [CH3:1][O:2][CH2:3][O:4][C:5]1[CH:10]=[CH:9][C:8]([CH2:11][C@H:12]([NH:16][CH2:26][C@H:25]([OH:27])[CH2:24][O:17][C:18]2[CH:23]=[CH:22][CH:21]=[CH:20][CH:19]=2)[CH2:13][O:14][CH3:15])=[CH:7][CH:6]=1. Given the reactants [CH3:1][O:2][CH2:3][O:4][C:5]1[CH:10]=[CH:9][C:8]([CH2:11][C@H:12]([NH2:16])[CH2:13][O:14][CH3:15])=[CH:7][CH:6]=1.[O:17]([CH2:24][C@H:25]1[O:27][CH2:26]1)[C:18]1[CH:23]=[CH:22][CH:21]=[CH:20][CH:19]=1, predict the reaction product. (4) Given the reactants [CH:1]([CH:3]1[C:7]2([CH2:12][CH2:11][N:10]([C:13]([O:15][C:16]([CH3:19])([CH3:18])[CH3:17])=[O:14])[CH2:9][CH2:8]2)[CH2:6][CH2:5][CH:4]1[O:20][Si:21]([C:24]([CH3:27])([CH3:26])[CH3:25])([CH3:23])[CH3:22])=[O:2].[CH2:28]([Mg]Br)[CH3:29].C(=O)(O)[O-].[Na+], predict the reaction product. The product is: [OH:2][CH:1]([CH:3]1[C:7]2([CH2:12][CH2:11][N:10]([C:13]([O:15][C:16]([CH3:19])([CH3:18])[CH3:17])=[O:14])[CH2:9][CH2:8]2)[CH2:6][CH2:5][CH:4]1[O:20][Si:21]([C:24]([CH3:27])([CH3:26])[CH3:25])([CH3:22])[CH3:23])[CH2:28][CH3:29].